Dataset: Merck oncology drug combination screen with 23,052 pairs across 39 cell lines. Task: Regression. Given two drug SMILES strings and cell line genomic features, predict the synergy score measuring deviation from expected non-interaction effect. (1) Drug 1: CN(Cc1cnc2nc(N)nc(N)c2n1)c1ccc(C(=O)NC(CCC(=O)O)C(=O)O)cc1. Drug 2: Cn1c(=O)n(-c2ccc(C(C)(C)C#N)cc2)c2c3cc(-c4cnc5ccccc5c4)ccc3ncc21. Cell line: OVCAR3. Synergy scores: synergy=-35.3. (2) Drug 1: CN(Cc1cnc2nc(N)nc(N)c2n1)c1ccc(C(=O)NC(CCC(=O)O)C(=O)O)cc1. Drug 2: CCN(CC)CCNC(=O)c1c(C)[nH]c(C=C2C(=O)Nc3ccc(F)cc32)c1C. Cell line: A2780. Synergy scores: synergy=-8.91. (3) Drug 1: N#Cc1ccc(Cn2cncc2CN2CCN(c3cccc(Cl)c3)C(=O)C2)cc1. Drug 2: CCC1(O)C(=O)OCc2c1cc1n(c2=O)Cc2cc3c(CN(C)C)c(O)ccc3nc2-1. Cell line: T47D. Synergy scores: synergy=8.52. (4) Drug 1: CC1CC2C3CCC4=CC(=O)C=CC4(C)C3(F)C(O)CC2(C)C1(O)C(=O)CO. Drug 2: Cn1c(=O)n(-c2ccc(C(C)(C)C#N)cc2)c2c3cc(-c4cnc5ccccc5c4)ccc3ncc21. Cell line: NCIH2122. Synergy scores: synergy=52.9.